This data is from Full USPTO retrosynthesis dataset with 1.9M reactions from patents (1976-2016). The task is: Predict the reactants needed to synthesize the given product. (1) Given the product [CH2:11]([CH:13]1[C:22]2[CH:21]=[CH:20][CH:19]=[CH:18][C:17]=2[C:16]2[S:23][C:24]([CH:26]=[CH2:1])=[CH:25][C:15]=2[N:14]1[S:28]([C:31]1[CH:32]=[CH:33][C:34]([O:37][CH3:38])=[CH:35][CH:36]=1)(=[O:29])=[O:30])[CH3:12], predict the reactants needed to synthesize it. The reactants are: [CH3:1]CCCC.C([Li])(C)(C)C.[CH2:11]([CH:13]1[C:22]2[CH:21]=[CH:20][CH:19]=[CH:18][C:17]=2[C:16]2[S:23][C:24]([CH:26]=O)=[CH:25][C:15]=2[N:14]1[S:28]([C:31]1[CH:36]=[CH:35][C:34]([O:37][CH3:38])=[CH:33][CH:32]=1)(=[O:30])=[O:29])[CH3:12]. (2) Given the product [Br:1][C:2]1[C:3]([C@@H:12]([NH:22][C:23](=[O:38])[O:60][C:61]([CH3:64])([CH3:63])[CH3:62])[CH2:13][C:14]2[CH:15]=[C:16]([F:21])[CH:17]=[C:18]([F:20])[CH:19]=2)=[N:4][C:5]([S:8]([CH3:11])(=[O:10])=[O:9])=[N:6][CH:7]=1, predict the reactants needed to synthesize it. The reactants are: [Br:1][C:2]1[C:3]([C@H:12]([NH:22][C:23](=[O:38])CN2C3CCCCC=3C(C(F)(F)F)=N2)[CH2:13][C:14]2[CH:19]=[C:18]([F:20])[CH:17]=[C:16]([F:21])[CH:15]=2)=[N:4][C:5]([S:8]([CH3:11])(=[O:10])=[O:9])=[N:6][CH:7]=1.BrC1C([C@@H](NC(=O)[O:60][C:61]([CH3:64])([CH3:63])[CH3:62])CC2C=C(F)C=C(F)C=2)=NC(SC)=NC=1.C(OC(C)(C)C)=O. (3) Given the product [CH3:39][C:40]1[CH:24]=[CH:25][C:26]([C:48]([O:51][CH2:52][CH3:53])=[O:50])=[CH:27][C:28]=1[NH:29][C:12]([C:9]1[C:5]2[N:6]=[CH:7][N:8]=[C:3]([S:2][CH3:1])[C:4]=2[S:11][CH:10]=1)=[O:14], predict the reactants needed to synthesize it. The reactants are: [CH3:1][S:2][C:3]1[C:4]2[S:11][CH:10]=[C:9]([C:12]([OH:14])=O)[C:5]=2[N:6]=[CH:7][N:8]=1.CN(C(ON1N=N[C:25]2[CH:26]=[CH:27][CH:28]=[N:29][C:24]1=2)=[N+](C)C)C.F[P-](F)(F)(F)(F)F.[CH3:39][CH2:40]N(C(C)C)C(C)C.[C:48]([O:51][CH2:52][CH3:53])(=[O:50])C. (4) Given the product [S:13]1[CH2:18][CH:17]=[C:16]([O:35][S:34]([C:37]([F:40])([F:39])[F:38])(=[O:44])=[O:36])[CH2:15][CH2:14]1, predict the reactants needed to synthesize it. The reactants are: C(NC(C)C)(C)C.C([Li])CCC.[S:13]1(=O)[CH2:18][CH2:17][CH2:16][CH2:15][CH2:14]1.C1C=CC(N([S:34]([C:37]([F:40])([F:39])[F:38])(=[O:36])=[O:35])[S:34]([C:37]([F:40])([F:39])[F:38])(=[O:36])=[O:35])=CC=1.C1C[O:44]CC1. (5) Given the product [NH2:8][C:5]1[CH:6]=[CH:7][C:2]([CH3:1])=[C:3]([CH2:11][CH2:12][C:13]2[CH:14]=[C:15]3[CH:21]=[C:20]([C:22](=[O:24])[CH3:23])[NH:19][C:16]3=[N:17][CH:18]=2)[CH:4]=1, predict the reactants needed to synthesize it. The reactants are: [CH3:1][C:2]1[CH:7]=[CH:6][C:5]([N+:8]([O-])=O)=[CH:4][C:3]=1[CH:11]=[CH:12][C:13]1[CH:14]=[C:15]2[CH:21]=[C:20]([C:22](=[O:24])[CH3:23])[NH:19][C:16]2=[N:17][CH:18]=1.[H][H].